From a dataset of Peptide-MHC class I binding affinity with 185,985 pairs from IEDB/IMGT. Regression. Given a peptide amino acid sequence and an MHC pseudo amino acid sequence, predict their binding affinity value. This is MHC class I binding data. (1) The binding affinity (normalized) is 0.0847. The MHC is HLA-B18:01 with pseudo-sequence HLA-B18:01. The peptide sequence is KQNMRIRSK. (2) The peptide sequence is QTEENLLDF. The MHC is HLA-B27:05 with pseudo-sequence HLA-B27:05. The binding affinity (normalized) is 0.213.